From a dataset of Full USPTO retrosynthesis dataset with 1.9M reactions from patents (1976-2016). Predict the reactants needed to synthesize the given product. Given the product [CH3:29][O:30][C:31](=[O:32])[C@H:22]([CH3:23])[CH2:20][N:16]1[CH2:15][CH2:14][N:8]([C:1]([O:3][C:4]([CH3:7])([CH3:6])[CH3:5])=[O:2])[CH2:19][CH2:17]1, predict the reactants needed to synthesize it. The reactants are: [C:1]([N:8]1CCNCC1)([O:3][C:4]([CH3:7])([CH3:6])[CH3:5])=[O:2].[CH3:14][CH2:15][N:16]([CH:20]([CH3:22])C)[CH:17]([CH3:19])C.[CH3:23]O.C(Cl)Cl.C[CH2:29][O:30][C:31](C)=[O:32].